This data is from Full USPTO retrosynthesis dataset with 1.9M reactions from patents (1976-2016). The task is: Predict the reactants needed to synthesize the given product. (1) Given the product [ClH:1].[F:30][C:16]([F:15])([F:29])[C:17]1[CH:18]=[C:19]([N:23]2[CH2:28][CH2:27][N:26]([CH2:2][CH2:3][N:4]3[C:13](=[O:14])[C:12]4[C:7](=[CH:8][CH:9]=[CH:10][CH:11]=4)[N:6]=[CH:5]3)[CH2:25][CH2:24]2)[CH:20]=[CH:21][CH:22]=1, predict the reactants needed to synthesize it. The reactants are: [Cl:1][CH2:2][CH2:3][N:4]1[C:13](=[O:14])[C:12]2[C:7](=[CH:8][CH:9]=[CH:10][CH:11]=2)[N:6]=[CH:5]1.[F:15][C:16]([F:30])([F:29])[C:17]1[CH:18]=[C:19]([N:23]2[CH2:28][CH2:27][NH:26][CH2:25][CH2:24]2)[CH:20]=[CH:21][CH:22]=1.C(=O)([O-])[O-].[Na+].[Na+].[I-].[Na+].Cl. (2) Given the product [Br:58][CH2:2][CH2:3][CH2:4][C:5]1[CH:10]=[CH:9][CH:8]=[CH:7][C:6]=1[C:11]1[CH:12]=[C:13]2[C:18](=[C:19]([O:21][CH2:22][O:23][CH2:24][CH2:25][Si:26]([CH3:29])([CH3:28])[CH3:27])[CH:20]=1)[N:17]=[CH:16][N:15]([CH2:30][O:31][CH2:32][CH2:33][Si:34]([CH3:37])([CH3:36])[CH3:35])[C:14]2=[O:38], predict the reactants needed to synthesize it. The reactants are: O[CH2:2][CH2:3][CH2:4][C:5]1[CH:10]=[CH:9][CH:8]=[CH:7][C:6]=1[C:11]1[CH:12]=[C:13]2[C:18](=[C:19]([O:21][CH2:22][O:23][CH2:24][CH2:25][Si:26]([CH3:29])([CH3:28])[CH3:27])[CH:20]=1)[N:17]=[CH:16][N:15]([CH2:30][O:31][CH2:32][CH2:33][Si:34]([CH3:37])([CH3:36])[CH3:35])[C:14]2=[O:38].C1(P(C2C=CC=CC=2)C2C=CC=CC=2)C=CC=CC=1.[Br:58]C(Br)(Br)Br. (3) Given the product [CH2:1]([O:3][C:4]1[CH:5]=[C:6]([CH:23]=[CH:24][C:25]=1[O:32][CH3:30])[CH2:7][N:8]1[CH2:9][CH2:10][CH:11]([NH:14][C:15]([C:17]2[CH:18]=[N:19][CH:20]=[N:21][CH:22]=2)=[O:16])[CH2:12][CH2:13]1)[CH3:2], predict the reactants needed to synthesize it. The reactants are: [CH2:1]([O:3][C:4]1[CH:5]=[C:6]([CH:23]=[C:24](OCC)[C:25]=1F)[CH2:7][N:8]1[CH2:13][CH2:12][CH:11]([NH:14][C:15]([C:17]2[CH:18]=[N:19][CH:20]=[N:21][CH:22]=2)=[O:16])[CH2:10][CH2:9]1)[CH3:2].[CH2:30]([O:32]C1C=C(C=CC=1OC)C=O)C.C([BH3-])#N.[Na+].C(N(C(C)C)C(C)C)C. (4) Given the product [CH3:21][S:18]([N:17]([CH2:16][C:15]1[CH:14]=[C:13]([C:12]2[N:6]3[C:7]([CH:8]=[N:9][C:4]([NH:26][C:27]4[CH:28]=[C:29]([NH:30][C:31](=[O:33])[CH3:32])[CH:34]=[CH:35][CH:36]=4)=[N:5]3)=[CH:10][CH:11]=2)[CH:25]=[CH:24][CH:23]=1)[CH3:22])(=[O:20])=[O:19], predict the reactants needed to synthesize it. The reactants are: CS([C:4]1[N:9]=[CH:8][C:7]2=[CH:10][CH:11]=[C:12]([C:13]3[CH:14]=[C:15]([CH:23]=[CH:24][CH:25]=3)[CH2:16][N:17]([CH3:22])[S:18]([CH3:21])(=[O:20])=[O:19])[N:6]2[N:5]=1)=O.[NH2:26][C:27]1[CH:28]=[C:29]([CH:34]=[CH:35][CH:36]=1)[NH:30][C:31](=[O:33])[CH3:32]. (5) Given the product [F:9][C:10]1[CH:11]=[CH:12][C:13]2[N:14]([C:18]([N:20]3[CH2:25][CH2:24][CH2:23][CH2:22][CH2:21]3)=[N:17][N:16]=2)[CH:15]=1, predict the reactants needed to synthesize it. The reactants are: ClC(Cl)(Cl)C(Cl)(Cl)Cl.[F:9][C:10]1[CH:11]=[CH:12][C:13]([NH:16][NH:17][C:18]([N:20]2[CH2:25][CH2:24][CH2:23][CH2:22][CH2:21]2)=O)=[N:14][CH:15]=1.C1(P(C2C=CC=CC=2)C2C=CC=CC=2)C=CC=CC=1.C(N(CC)CC)C. (6) Given the product [C:1]([O:5][C:6]([N:8]1[CH2:9][CH2:10][CH:11]([C:14](=[O:16])[NH:71][CH2:70][C:66]2[CH:65]=[C:64]([C:61]3[CH:62]=[CH:63][C:58]([C:57]([O:56][CH3:55])=[O:72])=[CH:59][CH:60]=3)[CH:69]=[CH:68][N:67]=2)[CH2:12][CH2:13]1)=[O:7])([CH3:2])([CH3:3])[CH3:4], predict the reactants needed to synthesize it. The reactants are: [C:1]([O:5][C:6]([N:8]1[CH2:13][CH2:12][CH:11]([C:14]([OH:16])=O)[CH2:10][CH2:9]1)=[O:7])([CH3:4])([CH3:3])[CH3:2].C(N(C(C)C)CC)(C)C.CN(C(ON1N=NC2C=CC=CC1=2)=[N+](C)C)C.[B-](F)(F)(F)F.FC(F)(F)C(O)=O.[CH3:55][O:56][C:57](=[O:72])[C:58]1[CH:63]=[CH:62][C:61]([C:64]2[CH:69]=[CH:68][N:67]=[C:66]([CH2:70][NH2:71])[CH:65]=2)=[CH:60][CH:59]=1. (7) Given the product [Cl:1][C:2]1[N:7]=[CH:6][N:5]=[C:4]([O:8][C:9]2[CH:15]=[CH:14][C:12]([NH:13][C:26]([NH:25][C:21]3[CH:22]=[CH:23][CH:24]=[C:19]([C:18]([F:17])([F:28])[F:29])[CH:20]=3)=[O:27])=[CH:11][C:10]=2[F:16])[CH:3]=1, predict the reactants needed to synthesize it. The reactants are: [Cl:1][C:2]1[N:7]=[CH:6][N:5]=[C:4]([O:8][C:9]2[CH:15]=[CH:14][C:12]([NH2:13])=[CH:11][C:10]=2[F:16])[CH:3]=1.[F:17][C:18]([F:29])([F:28])[C:19]1[CH:20]=[C:21]([N:25]=[C:26]=[O:27])[CH:22]=[CH:23][CH:24]=1. (8) Given the product [CH2:1]([O:3][C:4]([C:6]1[CH:7]=[N:8][C:9]2[C:14]([C:15]=1[NH:26][CH:20]1[CH2:25][CH2:24][CH2:23][CH2:22][CH2:21]1)=[CH:13][CH:12]=[CH:11][C:10]=2[NH2:17])=[O:5])[CH3:2], predict the reactants needed to synthesize it. The reactants are: [CH2:1]([O:3][C:4]([C:6]1[CH:7]=[N:8][C:9]2[C:14]([C:15]=1Cl)=[CH:13][CH:12]=[CH:11][C:10]=2[N+:17]([O-])=O)=[O:5])[CH3:2].[CH:20]1([NH2:26])[CH2:25][CH2:24][CH2:23][CH2:22][CH2:21]1. (9) Given the product [F:10][C:9]([F:12])([F:11])[C:3]1[CH:4]=[C:5]([CH:7]=[CH:8][C:2]=1[CH:14]=[CH2:15])[NH2:6], predict the reactants needed to synthesize it. The reactants are: Br[C:2]1[CH:8]=[CH:7][C:5]([NH2:6])=[CH:4][C:3]=1[C:9]([F:12])([F:11])[F:10].F[C:14](OB([O-])[O-])=[C:15](F)F.[K+].[K+]. (10) Given the product [ClH:9].[O:1]1[CH2:5][CH2:4][CH2:3][CH:2]1[C:6]([NH2:8])=[O:7], predict the reactants needed to synthesize it. The reactants are: [O:1]1[CH2:5][CH2:4][CH2:3][CH:2]1[C:6]([NH2:8])=[O:7].[ClH:9].